This data is from Peptide-MHC class II binding affinity with 134,281 pairs from IEDB. The task is: Regression. Given a peptide amino acid sequence and an MHC pseudo amino acid sequence, predict their binding affinity value. This is MHC class II binding data. (1) The peptide sequence is YDKFLANVSIVLTGK. The MHC is DRB1_1101 with pseudo-sequence DRB1_1101. The binding affinity (normalized) is 0.710. (2) The MHC is HLA-DQA10104-DQB10503 with pseudo-sequence HLA-DQA10104-DQB10503. The peptide sequence is EWVAMTKGEGGVWTF. The binding affinity (normalized) is 0. (3) The peptide sequence is PALFFTFLANLNLTE. The MHC is H-2-IAb with pseudo-sequence H-2-IAb. The binding affinity (normalized) is 0.270. (4) The peptide sequence is GRKTRSAYERMCNIL. The MHC is DRB1_0901 with pseudo-sequence DRB1_0901. The binding affinity (normalized) is 0.208. (5) The peptide sequence is SEAVRHFPRLWLHSL. The MHC is DRB1_1101 with pseudo-sequence DRB1_1101. The binding affinity (normalized) is 0.620. (6) The peptide sequence is KLYRKLKREITFH. The MHC is DRB1_0801 with pseudo-sequence DRB1_0801. The binding affinity (normalized) is 0.307. (7) The peptide sequence is NVYQRGTHPFSRIRD. The MHC is HLA-DQA10201-DQB10303 with pseudo-sequence HLA-DQA10201-DQB10303. The binding affinity (normalized) is 0.419.